Dataset: Forward reaction prediction with 1.9M reactions from USPTO patents (1976-2016). Task: Predict the product of the given reaction. (1) Given the reactants C(#N)C.[NH:4]1[C:8]2=[N:9][CH:10]=[CH:11][CH:12]=[C:7]2[C:6]([CH:13]=[O:14])=[CH:5]1.C(N(CC)CC)C.[C:22](=O)([O:28]C(C)(C)C)[O:23][C:24]([CH3:27])([CH3:26])[CH3:25], predict the reaction product. The product is: [CH:13]([C:6]1[C:7]2[C:8](=[N:9][CH:10]=[CH:11][CH:12]=2)[N:4]([C:22]([O:23][C:24]([CH3:27])([CH3:26])[CH3:25])=[O:28])[CH:5]=1)=[O:14]. (2) Given the reactants [Cl:1][C:2]1[C:3]([CH:30]=O)=[C:4]([C:26]([F:29])([F:28])[F:27])[CH:5]=[C:6]2[C:11]=1[N:10]=[CH:9][N:8]([CH2:12][C:13]1[CH:18]=[C:17]([Cl:19])[CH:16]=[CH:15][C:14]=1[S:20]([CH2:23][CH3:24])(=[O:22])=[O:21])[C:7]2=[O:25].[NH:32]1[CH2:36][CH2:35][CH:34]([C:37]([NH2:39])=[O:38])[CH2:33]1, predict the reaction product. The product is: [Cl:1][C:2]1[C:3]([CH2:30][N:32]2[CH2:36][CH2:35][CH:34]([C:37]([NH2:39])=[O:38])[CH2:33]2)=[C:4]([C:26]([F:27])([F:28])[F:29])[CH:5]=[C:6]2[C:11]=1[N:10]=[CH:9][N:8]([CH2:12][C:13]1[CH:18]=[C:17]([Cl:19])[CH:16]=[CH:15][C:14]=1[S:20]([CH2:23][CH3:24])(=[O:22])=[O:21])[C:7]2=[O:25]. (3) Given the reactants C1(N2[C:12](=[O:13])[C:11]3[S:14][CH:15]=[C:16]([C:17]4[CH:22]=[CH:21][CH:20]=[CH:19][CH:18]=4)[C:10]=3[N:9]=[CH:8]2)C=CC=CC=1.NC1C(C2C=CC=CC=2)=CSC=1C(OC)=O.C(OCC)(OCC)OCC.[CH2:49]([NH2:54])[C:50]([CH3:53])([CH3:52])[CH3:51], predict the reaction product. The product is: [CH2:49]([N:54]1[C:12](=[O:13])[C:11]2[S:14][CH:15]=[C:16]([C:17]3[CH:22]=[CH:21][CH:20]=[CH:19][CH:18]=3)[C:10]=2[N:9]=[CH:8]1)[C:50]([CH3:53])([CH3:52])[CH3:51].